Predict the reactants needed to synthesize the given product. From a dataset of Full USPTO retrosynthesis dataset with 1.9M reactions from patents (1976-2016). (1) Given the product [F:1][C:2]1[CH:39]=[CH:38][C:5]2[C:6]([CH:9]3[CH2:14][CH2:13][N:12]([CH2:15][CH2:16][C:17]4[C:22](=[O:23])[N:21]5[CH2:24][CH2:25][CH2:26][CH:27]([O:28][CH2:29][CH2:30][CH2:31][CH2:32][CH2:33][C:34]([N:50]6[CH2:51][CH2:52][N:47]([C:45]([O:44][C:40]([CH3:43])([CH3:41])[CH3:42])=[O:46])[CH2:48][CH2:49]6)=[O:35])[C:20]5=[N:19][C:18]=4[CH3:37])[CH2:11][CH2:10]3)=[N:7][O:8][C:4]=2[CH:3]=1, predict the reactants needed to synthesize it. The reactants are: [F:1][C:2]1[CH:39]=[CH:38][C:5]2[C:6]([CH:9]3[CH2:14][CH2:13][N:12]([CH2:15][CH2:16][C:17]4[C:22](=[O:23])[N:21]5[CH2:24][CH2:25][CH2:26][CH:27]([O:28][CH2:29][CH2:30][CH2:31][CH2:32][CH2:33][C:34](O)=[O:35])[C:20]5=[N:19][C:18]=4[CH3:37])[CH2:11][CH2:10]3)=[N:7][O:8][C:4]=2[CH:3]=1.[C:40]([O:44][C:45]([N:47]1[CH2:52][CH2:51][NH:50][CH2:49][CH2:48]1)=[O:46])([CH3:43])([CH3:42])[CH3:41].C(N(C(C)C)CC)(C)C.C(P(=O)(OCC)OCC)#N. (2) The reactants are: [Cl:1][C:2]1[CH:3]=[CH:4][C:5]([N:8]2[CH:16]([OH:17])[C:15]3[C:10](=[N:11][CH:12]=[CH:13][N:14]=3)[C:9]2=[O:18])=[N:6][CH:7]=1.[H-].[Na+].[CH3:21][N:22]([CH3:25])[CH:23]=[O:24]. Given the product [CH3:5][N:8]1[CH2:16][CH2:25][N:22]([C:23]([O:18][CH:9]2[N:8]([C:5]3[CH:4]=[CH:3][C:2]([Cl:1])=[CH:7][N:6]=3)[C:16](=[O:17])[C:15]3[N:14]=[CH:13][CH:12]=[N:11][C:10]2=3)=[O:24])[CH2:21][CH2:9]1, predict the reactants needed to synthesize it. (3) Given the product [O:19]1[CH2:18][CH2:17][N:16]([CH2:22][CH2:23][CH2:24][N:25]([C:26]2[S:27][CH:2]=[C:3]([C:5]3[S:6][C:7]([C:10]4[CH:15]=[CH:14][CH:13]=[CH:12][N:11]=4)=[CH:8][CH:9]=3)[N:28]=2)[C:43]([C:39]2[S:38][CH:42]=[CH:41][CH:40]=2)=[O:44])[CH2:21][CH2:20]1, predict the reactants needed to synthesize it. The reactants are: Br[CH2:2][C:3]([C:5]1[S:6][C:7]([C:10]2[CH:15]=[CH:14][CH:13]=[CH:12][N:11]=2)=[CH:8][CH:9]=1)=O.[N:16]1([CH2:22][CH2:23][CH2:24][NH:25][C:26]([NH2:28])=[S:27])[CH2:21][CH2:20][O:19][CH2:18][CH2:17]1.C(N(CC)C(C)C)(C)C.[S:38]1[CH:42]=[CH:41][CH:40]=[C:39]1[C:43](Cl)=[O:44]. (4) Given the product [Br:1][C:2]1[CH:7]=[CH:6][C:5]([NH:12][C:13]2[CH:14]=[C:15]([NH:26][C:27](=[O:29])[CH3:28])[CH:16]=[C:17]([C:19]3[C:24]([F:25])=[CH:23][CH:22]=[CH:21][N:20]=3)[CH:18]=2)=[C:4]([N+:9]([O-:11])=[O:10])[CH:3]=1, predict the reactants needed to synthesize it. The reactants are: [Br:1][C:2]1[CH:7]=[CH:6][C:5](F)=[C:4]([N+:9]([O-:11])=[O:10])[CH:3]=1.[NH2:12][C:13]1[CH:14]=[C:15]([NH:26][C:27](=[O:29])[CH3:28])[CH:16]=[C:17]([C:19]2[C:24]([F:25])=[CH:23][CH:22]=[CH:21][N:20]=2)[CH:18]=1.[F-].[K+]. (5) Given the product [CH3:1][O:2][C:3]1[CH:4]=[CH:5][C:6]([C:9]2[S:13][C:12]([C:14]([NH:63][C:64]3([C:68]([O:70][CH3:71])=[O:69])[CH2:67][CH2:66][CH2:65]3)=[O:16])=[C:11]([NH:17][C:18]([NH:20][C:21]3[C:26]([CH3:27])=[CH:25][C:24]([CH3:28])=[CH:23][C:22]=3[CH3:29])=[O:19])[CH:10]=2)=[CH:7][CH:8]=1, predict the reactants needed to synthesize it. The reactants are: [CH3:1][O:2][C:3]1[CH:8]=[CH:7][C:6]([C:9]2[S:13][C:12]([C:14]([OH:16])=O)=[C:11]([NH:17][C:18]([NH:20][C:21]3[C:26]([CH3:27])=[CH:25][C:24]([CH3:28])=[CH:23][C:22]=3[CH3:29])=[O:19])[CH:10]=2)=[CH:5][CH:4]=1.CN(C(ON1N=NC2C=CC=NC1=2)=[N+](C)C)C.F[P-](F)(F)(F)(F)F.CCN(C(C)C)C(C)C.[NH2:63][C:64]1([C:68]([O:70][CH3:71])=[O:69])[CH2:67][CH2:66][CH2:65]1.